This data is from Reaction yield outcomes from USPTO patents with 853,638 reactions. The task is: Predict the reaction yield, written as a fraction of the theoretical maximum amount of product (1.0 means a 100% yield; for example, 0.34 means a 34% yield). (1) The reactants are [CH3:1][C:2]1[CH:11]=[C:10]([C:12]2[N:16]=[CH:15][N:14]([C:17]3[CH:22]=[CH:21][C:20]([O:23][C:24]([F:27])([F:26])[F:25])=[CH:19][CH:18]=3)[N:13]=2)[CH:9]=[CH:8][C:3]=1[C:4]([O:6]C)=[O:5].CO.[OH-].[Na+].Cl. The catalyst is O.C1COCC1. The product is [CH3:1][C:2]1[CH:11]=[C:10]([C:12]2[N:16]=[CH:15][N:14]([C:17]3[CH:22]=[CH:21][C:20]([O:23][C:24]([F:27])([F:25])[F:26])=[CH:19][CH:18]=3)[N:13]=2)[CH:9]=[CH:8][C:3]=1[C:4]([OH:6])=[O:5]. The yield is 0.950. (2) The reactants are [CH3:1][N:2]1[CH2:15][CH2:14][C:5]2[NH:6][C:7]3[CH:8]=[CH:9][C:10]([CH3:13])=[CH:11][C:12]=3[C:4]=2[CH2:3]1.[OH-].[K+].[CH:18]([C:20]1[CH:21]=[N:22][CH:23]=[N:24][CH:25]=1)=[CH2:19]. The catalyst is CN1CCCC1=O.O. The product is [CH3:1][N:2]1[CH2:15][CH2:14][C:5]2[N:6]([CH2:19][CH2:18][C:20]3[CH:21]=[N:22][CH:23]=[N:24][CH:25]=3)[C:7]3[CH:8]=[CH:9][C:10]([CH3:13])=[CH:11][C:12]=3[C:4]=2[CH2:3]1. The yield is 0.326. (3) The reactants are Br[C:2]1[C:6]([CH3:8])([CH3:7])[O:5]/[C:4](=[C:9]2/[C:10](=[O:19])[NH:11][C:12]3[C:17]/2=[CH:16][C:15]([F:18])=[CH:14][CH:13]=3)/[CH:3]=1.[F:20][C:21]1[N:26]=[CH:25][C:24](B(O)O)=[CH:23][CH:22]=1.C(=O)([O-])[O-].[K+].[K+]. The catalyst is C1COCC1.O. The product is [F:18][C:15]1[CH:16]=[C:17]2[C:12](=[CH:13][CH:14]=1)[NH:11][C:10](=[O:19])/[C:9]/2=[C:4]1/[O:5][C:6]([CH3:8])([CH3:7])[C:2]([C:24]2[CH:25]=[N:26][C:21]([F:20])=[CH:22][CH:23]=2)=[CH:3]/1. The yield is 0.480. (4) The reactants are Cl[C:2]1[N:7]=[C:6]([NH:8][CH:9]2[C:13]3([CH2:17][CH2:16][CH2:15][CH2:14]3)[CH2:12][N:11]([C:18]([O:20][C:21]([CH3:24])([CH3:23])[CH3:22])=[O:19])[CH2:10]2)[CH:5]=[CH:4][N:3]=1.Cl.[CH3:26][N:27]1[CH:31]=[C:30]([NH2:32])[CH:29]=[N:28]1.CCN(C(C)C)C(C)C. The catalyst is CCCCO. The product is [CH3:26][N:27]1[CH:31]=[C:30]([NH:32][C:2]2[N:7]=[C:6]([NH:8][CH:9]3[C:13]4([CH2:14][CH2:15][CH2:16][CH2:17]4)[CH2:12][N:11]([C:18]([O:20][C:21]([CH3:23])([CH3:22])[CH3:24])=[O:19])[CH2:10]3)[CH:5]=[CH:4][N:3]=2)[CH:29]=[N:28]1. The yield is 0.889. (5) The reactants are [C:1]([C:3]1[CH:4]=[C:5]([CH:17]=[CH:18][C:19]=1[O:20][CH2:21][CH:22]([CH3:24])[CH3:23])[C:6]([NH:8][C:9]1[CH:14]=[CH:13][CH:12]=[C:11]([O:15][CH3:16])[CH:10]=1)=O)#[N:2].COC1C=CC(P2(SP(C3C=CC(OC)=CC=3)(=S)S2)=[S:34])=CC=1. The catalyst is C1(C)C=CC=CC=1. The product is [C:1]([C:3]1[CH:4]=[C:5]([CH:17]=[CH:18][C:19]=1[O:20][CH2:21][CH:22]([CH3:24])[CH3:23])[C:6]([NH:8][C:9]1[CH:14]=[CH:13][CH:12]=[C:11]([O:15][CH3:16])[CH:10]=1)=[S:34])#[N:2]. The yield is 0.880. (6) The reactants are [C:1]([O:5][C:6]([NH:8][C:9]1[S:10][C:11]2[CH:17]=[C:16]([C:18]([OH:20])=O)[CH:15]=[CH:14][C:12]=2[N:13]=1)=[O:7])([CH3:4])([CH3:3])[CH3:2].[NH:21]1[CH2:25][CH2:24][CH2:23][CH2:22]1.C(Cl)CCl.CCN(C(C)C)C(C)C. The catalyst is O1CCCC1.ClCCl.O. The product is [N:21]1([C:18]([C:16]2[CH:15]=[CH:14][C:12]3[N:13]=[C:9]([NH:8][C:6](=[O:7])[O:5][C:1]([CH3:2])([CH3:3])[CH3:4])[S:10][C:11]=3[CH:17]=2)=[O:20])[CH2:25][CH2:24][CH2:23][CH2:22]1. The yield is 0.920. (7) The reactants are [F:1][C:2]1[C:9]([F:10])=[CH:8][CH:7]=[CH:6][C:3]=1[CH:4]=[O:5].C1C(=O)N([Br:18])C(=O)C1. The catalyst is OS(O)(=O)=O. The product is [Br:18][C:7]1[CH:8]=[C:9]([F:10])[C:2]([F:1])=[C:3]([CH:6]=1)[CH:4]=[O:5]. The yield is 1.00. (8) The reactants are [H-].[Na+].[N:3]1([C:10]2[C:19]3[C:14](=[CH:15][C:16]([CH2:20][OH:21])=[CH:17][CH:18]=3)[N:13]=[C:12]([CH3:22])[CH:11]=2)[CH2:9][CH2:8][CH2:7][CH2:6][CH2:5][CH2:4]1.Br[CH2:24][CH2:25][O:26][CH3:27]. The catalyst is CN(C)C=O. The product is [N:3]1([C:10]2[C:19]3[C:14](=[CH:15][C:16]([CH2:20][O:21][CH2:24][CH2:25][O:26][CH3:27])=[CH:17][CH:18]=3)[N:13]=[C:12]([CH3:22])[CH:11]=2)[CH2:4][CH2:5][CH2:6][CH2:7][CH2:8][CH2:9]1. The yield is 0.330. (9) The catalyst is C(Cl)Cl. The product is [C:6]1([C:12]2[C:16]3[CH:17]=[CH:18][CH:19]=[CH:20][C:15]=3[O:14][C:13]=2[CH2:21][O:22][S:2]([CH3:1])(=[O:4])=[O:3])[CH:7]=[CH:8][CH:9]=[CH:10][CH:11]=1. The reactants are [CH3:1][S:2](Cl)(=[O:4])=[O:3].[C:6]1([C:12]2[C:16]3[CH:17]=[CH:18][CH:19]=[CH:20][C:15]=3[O:14][C:13]=2[CH2:21][OH:22])[CH:11]=[CH:10][CH:9]=[CH:8][CH:7]=1.CCN(C(C)C)C(C)C. The yield is 0.890.